Task: Regression. Given a peptide amino acid sequence and an MHC pseudo amino acid sequence, predict their binding affinity value. This is MHC class I binding data.. Dataset: Peptide-MHC class I binding affinity with 185,985 pairs from IEDB/IMGT (1) The MHC is HLA-B57:01 with pseudo-sequence HLA-B57:01. The peptide sequence is RTDNGGWAH. The binding affinity (normalized) is 0.0847. (2) The peptide sequence is VLIVMLLFA. The MHC is HLA-A68:02 with pseudo-sequence HLA-A68:02. The binding affinity (normalized) is 0.222.